Dataset: Catalyst prediction with 721,799 reactions and 888 catalyst types from USPTO. Task: Predict which catalyst facilitates the given reaction. (1) Reactant: [CH2:1]([O:8][C:9]1[CH:16]=[CH:15][C:12]([CH:13]=O)=[CH:11][CH:10]=1)[C:2]1[CH:7]=[CH:6][CH:5]=[CH:4][CH:3]=1.[NH2:17][C:18]1[N:23]=[C:22]([CH2:24][C:25]([O:27][CH2:28][CH3:29])=[O:26])[CH:21]=[CH:20][C:19]=1[N+:30]([O-])=O.S(S([O-])=O)([O-])=O.[Na+].[Na+].[NH4+].[OH-]. Product: [CH2:1]([O:8][C:9]1[CH:16]=[CH:15][C:12]([C:13]2[NH:17][C:18]3=[N:23][C:22]([CH2:24][C:25]([O:27][CH2:28][CH3:29])=[O:26])=[CH:21][CH:20]=[C:19]3[N:30]=2)=[CH:11][CH:10]=1)[C:2]1[CH:7]=[CH:6][CH:5]=[CH:4][CH:3]=1. The catalyst class is: 14. (2) Reactant: [F:1][C:2]1[CH:3]=[C:4]2[N:10]=[C:9]([C:11]3[CH:20]=[CH:19][C:14]([C:15]([O:17][CH3:18])=[O:16])=[CH:13][CH:12]=3)[NH:8][C:5]2=[N:6][CH:7]=1.[Cl:21]C1C=C(C=CC=1)C(OO)=O.C(O)(=O)C.C([O-])(O)=O.[Na+]. Product: [Cl:21][C:3]1[C:2]([F:1])=[CH:7][N:6]=[C:5]2[NH:8][C:9]([C:11]3[CH:12]=[CH:13][C:14]([C:15]([O:17][CH3:18])=[O:16])=[CH:19][CH:20]=3)=[N:10][C:4]=12. The catalyst class is: 265. (3) Reactant: [F:1][C:2]1[CH:10]=[C:9]([C:11]2[N:15]=[C:14]([C:16]3[CH:21]=[CH:20][C:19]([C:22]4[CH:27]=[CH:26][CH:25]=[CH:24][C:23]=4[CH3:28])=[C:18]([CH2:29][O:30][CH3:31])[CH:17]=3)[O:13][N:12]=2)[CH:8]=[CH:7][C:3]=1[C:4](O)=[O:5].C(Cl)(=O)C([Cl:35])=O.CN(C=O)C. Product: [F:1][C:2]1[CH:10]=[C:9]([C:11]2[N:15]=[C:14]([C:16]3[CH:21]=[CH:20][C:19]([C:22]4[CH:27]=[CH:26][CH:25]=[CH:24][C:23]=4[CH3:28])=[C:18]([CH2:29][O:30][CH3:31])[CH:17]=3)[O:13][N:12]=2)[CH:8]=[CH:7][C:3]=1[C:4]([Cl:35])=[O:5]. The catalyst class is: 2.